The task is: Predict the reactants needed to synthesize the given product.. This data is from Full USPTO retrosynthesis dataset with 1.9M reactions from patents (1976-2016). Given the product [CH3:1][O:5][C:6]([C:21]1[CH:20]=[C:19]2[C:24]([C:16]([C:14]([N:11]3[CH2:10][CH2:9][N:8]([C:6]([O:5][C:1]([CH3:3])([CH3:2])[CH3:4])=[O:7])[CH2:13][CH2:12]3)=[O:15])=[C:17]([O:32][C:33]3[CH:38]=[C:37]([F:39])[CH:36]=[CH:35][C:34]=3[CH3:40])[N:18]2[C:26]2[CH:31]=[CH:30][CH:29]=[CH:28][CH:27]=2)=[CH:23][CH:22]=1)=[O:7], predict the reactants needed to synthesize it. The reactants are: [C:1]([O:5][C:6]([N:8]1[CH2:13][CH2:12][N:11]([C:14]([C:16]2[C:24]3[C:19](=[CH:20][C:21](Br)=[CH:22][CH:23]=3)[N:18]([C:26]3[CH:31]=[CH:30][CH:29]=[CH:28][CH:27]=3)[C:17]=2[O:32][C:33]2[CH:38]=[C:37]([F:39])[CH:36]=[CH:35][C:34]=2[CH3:40])=[O:15])[CH2:10][CH2:9]1)=[O:7])([CH3:4])([CH3:3])[CH3:2].C(N(CC)CC)C.C1(P(C2C=CC=CC=2)CCCP(C2C=CC=CC=2)C2C=CC=CC=2)C=CC=CC=1.